Task: Regression. Given a peptide amino acid sequence and an MHC pseudo amino acid sequence, predict their binding affinity value. This is MHC class I binding data.. Dataset: Peptide-MHC class I binding affinity with 185,985 pairs from IEDB/IMGT (1) The peptide sequence is PLMGGAYIAFPTSCHMFI. The MHC is HLA-A02:02 with pseudo-sequence HLA-A02:02. The binding affinity (normalized) is 0.204. (2) The peptide sequence is VLFTVLAIV. The MHC is HLA-A68:02 with pseudo-sequence HLA-A68:02. The binding affinity (normalized) is 0.0149. (3) The peptide sequence is RMRGAHTNDVK. The MHC is HLA-A11:01 with pseudo-sequence HLA-A11:01. The binding affinity (normalized) is 0.480. (4) The peptide sequence is SEAPNAKEEI. The MHC is HLA-B45:01 with pseudo-sequence HLA-B45:01. The binding affinity (normalized) is 0.467. (5) The peptide sequence is KIMEIVSHLR. The MHC is HLA-A11:01 with pseudo-sequence HLA-A11:01. The binding affinity (normalized) is 0.881. (6) The peptide sequence is RTGDIGCFK. The MHC is HLA-B40:01 with pseudo-sequence HLA-B40:01. The binding affinity (normalized) is 0.0847. (7) The binding affinity (normalized) is 1.00. The peptide sequence is LYIEFTDNM. The MHC is HLA-A24:03 with pseudo-sequence HLA-A24:03.